This data is from Full USPTO retrosynthesis dataset with 1.9M reactions from patents (1976-2016). The task is: Predict the reactants needed to synthesize the given product. (1) Given the product [CH3:30][O:29][C:27]1[CH:28]=[C:23]([C@@H:22]([OH:34])[C@@H:12]([CH2:13][CH2:14][CH2:15][C:16]2[CH:17]=[CH:18][CH:19]=[CH:20][CH:21]=2)[CH2:11][N:8]2[CH:9]=[CH:10][C:6]([CH2:48][CH2:47][C:45]([OH:46])=[O:44])=[CH:7]2)[CH:24]=[C:25]([O:32][CH3:33])[C:26]=1[CH3:31], predict the reactants needed to synthesize it. The reactants are: C(OC([C:6]1[CH:10]=[CH:9][N:8]([CH2:11][C@@H:12]([C@H:22]([O:34][Si](C(C)(C)C)(C)C)[C:23]2[CH:28]=[C:27]([O:29][CH3:30])[C:26]([CH3:31])=[C:25]([O:32][CH3:33])[CH:24]=2)[CH2:13][CH2:14][CH2:15][C:16]2[CH:21]=[CH:20][CH:19]=[CH:18][CH:17]=2)[CH:7]=1)=O)C.C([O:44][C:45]([C:47]1C=CN[CH:48]=1)=[O:46])C.C(OC(C1C=NN(C[C@@H]([C@H](O[Si](C(C)(C)C)(C)C)C2C=C(OC)C(C)=C(OC)C=2)CCCC2C=CC=CC=2)C=1)=O)C. (2) Given the product [N+:23]([C:20]1[CH:19]=[CH:18][C:17]([O:16][C:14]2[CH:13]=[CH:12][N:11]=[C:10]([NH:9][C:8](=[O:26])[N:28]([CH3:27])[CH:29]3[CH2:34][CH2:33][N:32]([CH3:35])[CH2:31][CH2:30]3)[CH:15]=2)=[CH:22][CH:21]=1)([O-:25])=[O:24], predict the reactants needed to synthesize it. The reactants are: C1(O[C:8](=[O:26])[NH:9][C:10]2[CH:15]=[C:14]([O:16][C:17]3[CH:22]=[CH:21][C:20]([N+:23]([O-:25])=[O:24])=[CH:19][CH:18]=3)[CH:13]=[CH:12][N:11]=2)C=CC=CC=1.[CH3:27][NH:28][CH:29]1[CH2:34][CH2:33][N:32]([CH3:35])[CH2:31][CH2:30]1. (3) Given the product [F:31][C:2]([F:1])([F:30])[O:3][C:4]1[CH:9]=[CH:8][C:7]([C:10]2[N:11]=[C:12]([CH2:15][C:16]3([NH2:22])[CH2:17][CH2:18][O:19][CH2:20][CH2:21]3)[NH:13][CH:14]=2)=[CH:6][CH:5]=1, predict the reactants needed to synthesize it. The reactants are: [F:1][C:2]([F:31])([F:30])[O:3][C:4]1[CH:9]=[CH:8][C:7]([C:10]2[N:11]=[C:12]([CH2:15][C:16]3([NH:22]C(=O)OC(C)(C)C)[CH2:21][CH2:20][O:19][CH2:18][CH2:17]3)[NH:13][CH:14]=2)=[CH:6][CH:5]=1.Cl. (4) The reactants are: Br[C:2]1[C:15]2[C:16]3=[C:17]4[C:12](=[CH:13][CH:14]=2)[CH:11]=[CH:10][CH:9]=[C:8]4[CH:7]=[CH:6][C:5]3=[CH:4][CH:3]=1.[C:18]1([NH2:24])[CH:23]=[CH:22][CH:21]=[CH:20][CH:19]=1.P(C(C)(C)C)(C(C)(C)C)C(C)(C)C.CC(C)([O-])C.[Na+]. Given the product [C:18]1([NH:24][C:2]2[C:15]3[C:16]4=[C:17]5[C:12](=[CH:13][CH:14]=3)[CH:11]=[CH:10][CH:9]=[C:8]5[CH:7]=[CH:6][C:5]4=[CH:4][CH:3]=2)[CH:23]=[CH:22][CH:21]=[CH:20][CH:19]=1, predict the reactants needed to synthesize it. (5) Given the product [Cl:1][C:2]1[CH:7]=[CH:6][C:5]([C:8]2[C:13]([C:14]3[CH:19]=[CH:18][C:17]([S:20][CH3:21])=[CH:16][CH:15]=3)=[N:12][NH:11][C:10](=[O:22])[CH:9]=2)=[CH:4][CH:3]=1, predict the reactants needed to synthesize it. The reactants are: [Cl:1][C:2]1[CH:7]=[CH:6][C:5]([CH:8]2[C:13]([C:14]3[CH:19]=[CH:18][C:17]([S:20][CH3:21])=[CH:16][CH:15]=3)=[N:12][NH:11][C:10](=[O:22])[CH2:9]2)=[CH:4][CH:3]=1.BrBr. (6) Given the product [CH3:1][O:2][C:3]([C:5]1[CH:10]=[N:9][C:8]([Br:33])=[C:7]([C:12]2[CH:17]=[CH:16][C:15]([O:18][C:19]([F:22])([F:21])[F:20])=[CH:14][CH:13]=2)[N:6]=1)=[O:4], predict the reactants needed to synthesize it. The reactants are: [CH3:1][O:2][C:3]([C:5]1[CH:10]=[N:9][C:8](N)=[C:7]([C:12]2[CH:17]=[CH:16][C:15]([O:18][C:19]([F:22])([F:21])[F:20])=[CH:14][CH:13]=2)[N:6]=1)=[O:4].C(ON=O)CC(C)C.C[Si](C)(C)[Br:33].C(=O)(O)[O-].[Na+].